Dataset: Forward reaction prediction with 1.9M reactions from USPTO patents (1976-2016). Task: Predict the product of the given reaction. (1) Given the reactants [CH3:1][C:2]1[CH:10]=[CH:9][C:5]([C:6](=[S:8])[NH2:7])=[CH:4][CH:3]=1.Cl[CH:12]([C:18](=O)[CH3:19])[C:13]([O:15][CH2:16][CH3:17])=[O:14], predict the reaction product. The product is: [CH3:19][C:18]1[N:7]=[C:6]([C:5]2[CH:9]=[CH:10][C:2]([CH3:1])=[CH:3][CH:4]=2)[S:8][C:12]=1[C:13]([O:15][CH2:16][CH3:17])=[O:14]. (2) Given the reactants [NH2:1][C:2]1[N:7]2[C:8](=[O:11])[NH:9][N:10]=[C:6]2[C:5]([C:12]2[CH:17]=[CH:16][C:15]([Cl:18])=[CH:14][CH:13]=2)=[C:4]([C:19]2[CH:24]=[CH:23][C:22]([Cl:25])=[CH:21][CH:20]=2)[N:3]=1.C(=O)([O-])[O-].[K+].[K+].Cl[CH2:33][C:34]1[CH:35]=[CH:36][C:37]([C:40]([F:43])([F:42])[F:41])=[N:38][CH:39]=1, predict the reaction product. The product is: [NH2:1][C:2]1[N:7]2[C:8](=[O:11])[N:9]([CH2:33][C:34]3[CH:39]=[N:38][C:37]([C:40]([F:43])([F:41])[F:42])=[CH:36][CH:35]=3)[N:10]=[C:6]2[C:5]([C:12]2[CH:13]=[CH:14][C:15]([Cl:18])=[CH:16][CH:17]=2)=[C:4]([C:19]2[CH:24]=[CH:23][C:22]([Cl:25])=[CH:21][CH:20]=2)[N:3]=1.